Dataset: Forward reaction prediction with 1.9M reactions from USPTO patents (1976-2016). Task: Predict the product of the given reaction. (1) Given the reactants [N+]([C:4]1[CH:11]=[CH:10][CH:9]=[C:8]([N+:12]([O-:14])=[O:13])[C:5]=1[C:6]#[N:7])([O-])=O.[CH3:15][C@@H:16]1[CH2:20][CH2:19][CH2:18][C@H:17]1[OH:21], predict the reaction product. The product is: [CH3:15][C@@H:16]1[CH2:20][CH2:19][CH2:18][C@H:17]1[O:21][C:4]1[CH:11]=[CH:10][CH:9]=[C:8]([N+:12]([O-:14])=[O:13])[C:5]=1[C:6]#[N:7]. (2) The product is: [C:26]([N:29]1[CH2:30][CH2:31][CH:32]([C:35]([N:11]2[CH2:12][CH2:13][C@@H:14]([N:15]([CH3:25])[C:16](=[O:24])[C:17]3[CH:18]=[CH:19][C:20]([CH3:23])=[CH:21][CH:22]=3)[C@H:9]([C:4]3[CH:5]=[CH:6][C:7]([Cl:8])=[C:2]([Cl:1])[CH:3]=3)[CH2:10]2)=[O:36])[CH2:33][CH2:34]1)(=[O:28])[CH3:27]. Given the reactants [Cl:1][C:2]1[CH:3]=[C:4]([C@H:9]2[C@H:14]([N:15]([CH3:25])[C:16](=[O:24])[C:17]3[CH:22]=[CH:21][C:20]([CH3:23])=[CH:19][CH:18]=3)[CH2:13][CH2:12][NH:11][CH2:10]2)[CH:5]=[CH:6][C:7]=1[Cl:8].[C:26]([N:29]1[CH2:34][CH2:33][CH:32]([C:35](O)=[O:36])[CH2:31][CH2:30]1)(=[O:28])[CH3:27], predict the reaction product. (3) Given the reactants [Cl:1][C:2]1[N:7]=[C:6](Cl)[CH:5]=[C:4]([CH3:9])[N:3]=1.[NH2:10][C:11]1[CH:16]=[CH:15][CH:14]=[CH:13][N:12]=1.C(=O)([O-])[O-].[Cs+].[Cs+].CC1(C)C2C=CC=C(P(C3C=CC=CC=3)C3C=CC=CC=3)C=2OC2C1=CC=CC=2P(C1C=CC=CC=1)C1C=CC=CC=1, predict the reaction product. The product is: [Cl:1][C:2]1[N:7]=[C:6]([NH:10][C:11]2[CH:16]=[CH:15][CH:14]=[CH:13][N:12]=2)[CH:5]=[C:4]([CH3:9])[N:3]=1. (4) Given the reactants [C:1]([O:5][C:6]([N:8]1[CH2:13][CH2:12][CH:11]([N:14]([CH:26]2[CH2:31][CH2:30][CH2:29][CH2:28][CH2:27]2)[C:15]([NH:17][C:18]2[S:19][C:20]([S:23]C#N)=[CH:21][N:22]=2)=[O:16])[CH2:10][CH2:9]1)=[O:7])([CH3:4])([CH3:3])[CH3:2].S[CH2:33][C@@H:34]([C@@H:36]([CH2:38][SH:39])O)O.Cl[CH2:41][CH2:42][N:43]1[CH2:48][CH2:47][O:46][CH2:45][CH2:44]1, predict the reaction product. The product is: [C:1]([O:5][C:6]([N:8]1[CH2:9][CH2:10][CH:11]([N:14]([CH:26]2[CH2:31][CH2:30][CH2:29][CH2:28][CH2:27]2)[C:15]([NH:17][C:18]2[S:19][C:20]([S:23][CH2:41][CH2:42][N:43]3[CH2:48][CH2:47][O:46][CH2:45][CH2:44]3)=[CH:21][N:22]=2)=[O:16])[CH2:12][CH2:13]1)=[O:7])([CH3:2])([CH3:3])[CH3:4].[CH:26]1([N:14]([CH:11]2[CH2:12][CH2:13][N:8]([C:6]([C:38]3[S:39][CH:33]=[CH:34][CH:36]=3)=[O:7])[CH2:9][CH2:10]2)[C:15]([NH:17][C:18]2[S:19][C:20]([S:23][CH2:41][CH2:42][N:43]3[CH2:48][CH2:47][O:46][CH2:45][CH2:44]3)=[CH:21][N:22]=2)=[O:16])[CH2:27][CH2:28][CH2:29][CH2:30][CH2:31]1. (5) Given the reactants [CH3:1][O:2][C:3](=[O:23])[CH:4]([NH:12][C:13]([O:15][CH2:16][C:17]1[CH:22]=[CH:21][CH:20]=[CH:19][CH:18]=1)=[O:14])[CH2:5][C:6]1([CH3:11])[CH2:10][CH2:9][CH2:8][CH2:7]1, predict the reaction product. The product is: [CH3:1][O:2][C:3](=[O:23])[C@H:4]([NH:12][C:13]([O:15][CH2:16][C:17]1[CH:18]=[CH:19][CH:20]=[CH:21][CH:22]=1)=[O:14])[CH2:5][C:6]1([CH3:11])[CH2:7][CH2:8][CH2:9][CH2:10]1. (6) Given the reactants [CH3:1][O:2][C:3]1[CH:19]=[CH:18][C:6]([CH2:7][N:8]2[C:16]3[C:11](=[CH:12][CH:13]=[C:14](Br)[CH:15]=3)[CH:10]=[N:9]2)=[CH:5][CH:4]=1.[CH3:20][N:21]1[CH2:26][CH2:25][NH:24][CH2:23][CH2:22]1.C([O-])([O-])=O.[Cs+].[Cs+].C1C=CC(P(C2C(C3C(P(C4C=CC=CC=4)C4C=CC=CC=4)=CC=C4C=3C=CC=C4)=C3C(C=CC=C3)=CC=2)C2C=CC=CC=2)=CC=1, predict the reaction product. The product is: [CH3:1][O:2][C:3]1[CH:19]=[CH:18][C:6]([CH2:7][N:8]2[C:16]3[C:11](=[CH:12][CH:13]=[C:14]([N:24]4[CH2:25][CH2:26][N:21]([CH3:20])[CH2:22][CH2:23]4)[CH:15]=3)[CH:10]=[N:9]2)=[CH:5][CH:4]=1. (7) Given the reactants [C:1]1([NH:7][C:8]2[CH:13]=[CH:12][CH:11]=[CH:10][CH:9]=2)[CH:6]=[CH:5][CH:4]=[CH:3][CH:2]=1.Br[C:15]1[CH:20]=[CH:19][CH:18]=[C:17]([Br:21])[CH:16]=1.CC([O-])(C)C.[Na+], predict the reaction product. The product is: [Br:21][C:17]1[CH:16]=[C:15]([CH:20]=[CH:19][CH:18]=1)[N:7]([C:8]1[CH:9]=[CH:10][CH:11]=[CH:12][CH:13]=1)[C:1]1[CH:6]=[CH:5][CH:4]=[CH:3][CH:2]=1. (8) Given the reactants [Cl:1][C:2]1[CH:7]=[C:6]([C:8](=O)[CH3:9])[CH:5]=[C:4]([Cl:11])[N:3]=1.[CH:12]1([NH2:15])[CH2:14][CH2:13]1, predict the reaction product. The product is: [Cl:1][C:2]1[CH:7]=[C:6]([CH:8]([NH:15][CH:12]2[CH2:14][CH2:13]2)[CH3:9])[CH:5]=[C:4]([Cl:11])[N:3]=1.